From a dataset of Reaction yield outcomes from USPTO patents with 853,638 reactions. Predict the reaction yield, written as a fraction of the theoretical maximum amount of product (1.0 means a 100% yield; for example, 0.34 means a 34% yield). (1) The product is [C:11]([C:8]1[CH:9]=[CH:10][C:5]([NH:4][C:1](=[O:3])[CH3:2])=[CH:6][CH:7]=1)(=[O:16])[CH2:12][CH2:13][CH2:14][CH3:15]. The yield is 0.600. The catalyst is C(=S)=S. The reactants are [C:1]([NH:4][C:5]1[CH:10]=[CH:9][CH:8]=[CH:7][CH:6]=1)(=[O:3])[CH3:2].[C:11](Cl)(=[O:16])[CH2:12][CH2:13][CH2:14][CH3:15]. (2) The reactants are [Br:1][C:2]1[C:3]([NH:29][S:30]([CH3:33])(=[O:32])=[O:31])=[CH:4][C:5]2[O:9][C:8]([C:10]3[CH:11]=[N:12][C:13]([O:16][C:17]4[CH:22]=[CH:21][C:20]([F:23])=[CH:19][CH:18]=4)=[CH:14][CH:15]=3)=[C:7]([C:24]([NH:26][CH3:27])=[O:25])[C:6]=2[CH:28]=1.[C:34]([O-])([O-])=O.[K+].[K+].CI. The catalyst is CS(C)=O.O. The product is [Br:1][C:2]1[C:3]([N:29]([CH3:34])[S:30]([CH3:33])(=[O:31])=[O:32])=[CH:4][C:5]2[O:9][C:8]([C:10]3[CH:11]=[N:12][C:13]([O:16][C:17]4[CH:18]=[CH:19][C:20]([F:23])=[CH:21][CH:22]=4)=[CH:14][CH:15]=3)=[C:7]([C:24]([NH:26][CH3:27])=[O:25])[C:6]=2[CH:28]=1. The yield is 0.200. (3) The reactants are [CH2:1]([C:3]1[N:7]([C:8]2[N:16]=[C:15]3[C:11]([N:12]=[C:13]([CH:18]=O)[N:14]3[CH3:17])=[C:10]([N:20]3[CH2:25][CH2:24][O:23][CH2:22][CH2:21]3)[N:9]=2)[C:6]2[CH:26]=[CH:27][CH:28]=[CH:29][C:5]=2[N:4]=1)[CH3:2].[CH3:30][S:31]([N:34]1[CH2:39][CH2:38][NH:37][C:36]([CH3:41])([CH3:40])[CH2:35]1)(=[O:33])=[O:32].C(O[BH-](OC(=O)C)OC(=O)C)(=O)C.[Na+]. The catalyst is ClCCCl. The yield is 0.130. The product is [CH3:40][C:36]1([CH3:41])[CH2:35][N:34]([S:31]([CH3:30])(=[O:33])=[O:32])[CH2:39][CH2:38][N:37]1[CH2:18][C:13]1[N:14]([CH3:17])[C:15]2[C:11]([N:12]=1)=[C:10]([N:20]1[CH2:21][CH2:22][O:23][CH2:24][CH2:25]1)[N:9]=[C:8]([N:7]1[C:6]3[CH:26]=[CH:27][CH:28]=[CH:29][C:5]=3[N:4]=[C:3]1[CH2:1][CH3:2])[N:16]=2. (4) The reactants are [F:1][C:2]1[CH:7]=[C:6]([N+:8]([O-:10])=[O:9])[CH:5]=[CH:4][C:3]=1[CH2:11][C:12](O)=[O:13].S(C)C. The catalyst is O1CCCC1. The product is [F:1][C:2]1[CH:7]=[C:6]([N+:8]([O-:10])=[O:9])[CH:5]=[CH:4][C:3]=1[CH2:11][CH2:12][OH:13]. The yield is 0.950.